This data is from Forward reaction prediction with 1.9M reactions from USPTO patents (1976-2016). The task is: Predict the product of the given reaction. Given the reactants C(O[C:6]([N:8](C)[C@H:9]([C:13]([NH:15][C@H:16]([C:20]([N:22]([C@@H:24]([C@@H:44]([CH3:47])[CH2:45][CH3:46])[C@H:25]([O:42][CH3:43])[CH2:26][C:27]([N:29]1[CH2:33][CH2:32][CH2:31][C@H:30]1[C@H:34]([O:40][CH3:41])[C@H:35]([C:37](O)=[O:38])[CH3:36])=[O:28])[CH3:23])=[O:21])[CH:17]([CH3:19])[CH3:18])=[O:14])[CH:10]([CH3:12])[CH3:11])=O)(C)(C)C.Cl.[NH2:50][C@H:51]([C:59]([NH2:61])=[O:60])[CH2:52][C:53]1[CH:58]=[CH:57][CH:56]=[CH:55][CH:54]=1.N1(OC(N(C)C)=[N+](C)C)[C:66]2N=CC=C[C:65]=2N=N1.F[P-](F)(F)(F)(F)F.F[C:87](F)(F)[C:88]([OH:90])=[O:89], predict the reaction product. The product is: [C:88]([CH2:87][CH2:65][CH2:66][N:8]([CH3:6])[C@H:9]([C:13]([NH:15][C@H:16]([C:20]([N:22]([C@@H:24]([C@@H:44]([CH3:47])[CH2:45][CH3:46])[C@H:25]([O:42][CH3:43])[CH2:26][C:27]([N:29]1[CH2:33][CH2:32][CH2:31][C@H:30]1[C@H:34]([O:40][CH3:41])[C@@H:35]([CH3:36])[C:37]([NH:50][C@@H:51]([CH2:52][C:53]1[CH:58]=[CH:57][CH:56]=[CH:55][CH:54]=1)[C:59]([NH2:61])=[O:60])=[O:38])=[O:28])[CH3:23])=[O:21])[CH:17]([CH3:19])[CH3:18])=[O:14])[CH:10]([CH3:12])[CH3:11])([OH:90])=[O:89].